From a dataset of Full USPTO retrosynthesis dataset with 1.9M reactions from patents (1976-2016). Predict the reactants needed to synthesize the given product. (1) Given the product [NH:17]1[C:18]2[C:14](=[CH:13][CH:12]=[C:11]([C:9]3[N:8]([S:20]([C:23]4[CH:24]=[CH:25][C:26]([CH3:27])=[CH:28][CH:29]=4)(=[O:21])=[O:22])[C:4]4=[N:5][CH:6]=[CH:7][C:2]([C:61]5[CH:62]=[C:57]([NH:56][C:53](=[O:55])[CH3:54])[CH:58]=[CH:59][CH:60]=5)=[C:3]4[CH:10]=3)[CH:19]=2)[CH:15]=[N:16]1, predict the reactants needed to synthesize it. The reactants are: Br[C:2]1[CH:7]=[CH:6][N:5]=[C:4]2[N:8]([S:20]([C:23]3[CH:29]=[CH:28][C:26]([CH3:27])=[CH:25][CH:24]=3)(=[O:22])=[O:21])[C:9]([C:11]3[CH:19]=[C:18]4[C:14]([CH:15]=[N:16][NH:17]4)=[CH:13][CH:12]=3)=[CH:10][C:3]=12.BrC1C=CN=C2N(COCC[Si](C)(C)C)C(C3C=NNC=3)=CC=12.[C:53]([NH:56][C:57]1[CH:58]=[C:59](B(O)O)[CH:60]=[CH:61][CH:62]=1)(=[O:55])[CH3:54]. (2) Given the product [OH:11][C:5]1([C:4]#[C:3][C:2]([C:12]2[CH:17]=[CH:16][C:15]([CH3:18])=[CH:14][CH:13]=2)=[O:1])[CH2:10][CH2:9][CH2:8][CH2:7][CH2:6]1, predict the reactants needed to synthesize it. The reactants are: [OH:1][CH:2]([C:12]1[CH:17]=[CH:16][C:15]([CH3:18])=[CH:14][CH:13]=1)[C:3]#[C:4][C:5]1([OH:11])[CH2:10][CH2:9][CH2:8][CH2:7][CH2:6]1.